This data is from Full USPTO retrosynthesis dataset with 1.9M reactions from patents (1976-2016). The task is: Predict the reactants needed to synthesize the given product. (1) Given the product [CH3:1][C@@H:2]1[CH2:6][CH2:5][CH2:4][N:3]1[CH2:7][CH2:8][C:9]1[CH:10]=[CH:11][C:12]([C:15]2[CH:16]=[CH:17][C:18]([C:21]3([C:26]([NH:30][C@@H:31]4[CH2:36][CH2:35][CH2:34][CH2:33][C@H:32]4[C:37]([O:39][CH2:40][CH3:41])=[O:38])=[O:27])[CH2:22][CH2:23][CH2:24][CH2:25]3)=[CH:19][CH:20]=2)=[CH:13][CH:14]=1, predict the reactants needed to synthesize it. The reactants are: [CH3:1][C@@H:2]1[CH2:6][CH2:5][CH2:4][N:3]1[CH2:7][CH2:8][C:9]1[CH:14]=[CH:13][C:12]([C:15]2[CH:20]=[CH:19][C:18]([C:21]3([C:26](O)=[O:27])[CH2:25][CH2:24][CH2:23][CH2:22]3)=[CH:17][CH:16]=2)=[CH:11][CH:10]=1.Cl.[NH2:30][C@H:31]1[CH2:36][CH2:35][CH2:34][CH2:33][C@@H:32]1[C:37]([O:39][CH2:40][CH3:41])=[O:38].CN(C(ON1N=NC2C=CC=NC1=2)=[N+](C)C)C.F[P-](F)(F)(F)(F)F.Cl. (2) The reactants are: [F:1][C:2]1[CH:9]=[CH:8][C:5]([CH2:6]Cl)=[CH:4][CH:3]=1.[N:10]1[CH:15]=[CH:14][CH:13]=[C:12]([C:16]([CH2:18][C:19]2[CH:24]=[CH:23][CH:22]=[CH:21][CH:20]=2)=[O:17])[CH:11]=1. Given the product [F:1][C:2]1[CH:9]=[CH:8][C:5]([CH2:6][CH:18]([C:16]([C:12]2[CH:11]=[N:10][CH:15]=[CH:14][CH:13]=2)=[O:17])[C:19]2[CH:20]=[CH:21][CH:22]=[CH:23][CH:24]=2)=[CH:4][CH:3]=1, predict the reactants needed to synthesize it. (3) Given the product [CH3:27][O:26][C:24](=[O:25])[C:23]1[CH:28]=[CH:29][C:20]([CH2:19][NH:18][C:4]2[N:3]=[C:2]([NH2:30])[N:7]=[C:6]([NH:8][CH:9]3[CH2:17][C:16]4[C:11](=[CH:12][CH:13]=[CH:14][CH:15]=4)[CH2:10]3)[N:5]=2)=[CH:21][CH:22]=1, predict the reactants needed to synthesize it. The reactants are: Cl[C:2]1[N:7]=[C:6]([NH:8][CH:9]2[CH2:17][C:16]3[C:11](=[CH:12][CH:13]=[CH:14][CH:15]=3)[CH2:10]2)[N:5]=[C:4]([NH:18][CH2:19][C:20]2[CH:29]=[CH:28][C:23]([C:24]([O:26][CH3:27])=[O:25])=[CH:22][CH:21]=2)[N:3]=1.[NH3:30].[NH4+].[Cl-]. (4) The reactants are: Br[C:2]1[CH:11]=[C:10]2[C:5]([CH:6]=[CH:7][C:8]([O:16][C@H:17]3[CH2:22][CH2:21][C@@H:20]([CH3:23])[CH2:19][CH2:18]3)=[C:9]2[C:12]([F:15])([F:14])[F:13])=[CH:4][CH:3]=1.[O:24]1CCC[CH2:25]1.C([Li])CCC.C1CCCCC1.CN(C)C=O.Cl. Given the product [CH3:23][C@@H:20]1[CH2:19][CH2:18][C@H:17]([O:16][C:8]2[C:9]([C:12]([F:15])([F:13])[F:14])=[C:10]3[C:5]([CH:4]=[CH:3][C:2]([CH:25]=[O:24])=[CH:11]3)=[CH:6][CH:7]=2)[CH2:22][CH2:21]1, predict the reactants needed to synthesize it. (5) Given the product [C:25]([CH:27]1[C:5]([S:23][CH3:24])=[CH:6][C:7]([C:9]2[CH:14]=[CH:13][C:12]([NH:15][C:16](=[O:22])[O:17][C:18]([CH3:21])([CH3:20])[CH3:19])=[CH:11][CH:10]=2)=[N:30][C:28]1=[O:29])#[N:26], predict the reactants needed to synthesize it. The reactants are: [H-].[Na+].CS[C:5]([S:23][CH3:24])=[CH:6][C:7]([C:9]1[CH:14]=[CH:13][C:12]([NH:15][C:16](=[O:22])[O:17][C:18]([CH3:21])([CH3:20])[CH3:19])=[CH:11][CH:10]=1)=O.[C:25]([CH2:27][C:28]([NH2:30])=[O:29])#[N:26].Cl. (6) Given the product [CH2:1]([O:8][C:9]1[C:13]([CH:14]([C:22]2[CH:27]=[CH:26][CH:25]=[CH:24][CH:23]=2)[OH:15])=[C:12]([CH:16]([CH3:17])[CH3:18])[N:11]([CH:19]([CH3:21])[CH3:20])[N:10]=1)[C:2]1[CH:7]=[CH:6][CH:5]=[CH:4][CH:3]=1, predict the reactants needed to synthesize it. The reactants are: [CH2:1]([O:8][C:9]1[C:13]([CH:14]=[O:15])=[C:12]([CH:16]([CH3:18])[CH3:17])[N:11]([CH:19]([CH3:21])[CH3:20])[N:10]=1)[C:2]1[CH:7]=[CH:6][CH:5]=[CH:4][CH:3]=1.[C:22]1([Mg]Br)[CH:27]=[CH:26][CH:25]=[CH:24][CH:23]=1.[Cl-].[NH4+].O. (7) Given the product [CH:13]1([N:10]2[CH2:9][C:8]([F:19])([F:18])[C:7](=[O:20])[N:6]([CH3:21])[C:5]3[CH:4]=[N:3][C:2]([NH:25][C:24]4[CH:26]=[C:27]([F:30])[CH:28]=[CH:29][C:23]=4[F:22])=[N:12][C:11]2=3)[CH2:17][CH2:16][CH2:15][CH2:14]1, predict the reactants needed to synthesize it. The reactants are: Cl[C:2]1[N:3]=[CH:4][C:5]2[N:6]([CH3:21])[C:7](=[O:20])[C:8]([F:19])([F:18])[CH2:9][N:10]([CH:13]3[CH2:17][CH2:16][CH2:15][CH2:14]3)[C:11]=2[N:12]=1.[F:22][C:23]1[CH:29]=[CH:28][C:27]([F:30])=[CH:26][C:24]=1[NH2:25]. (8) Given the product [CH2:1]([N:3]1[CH2:7][CH2:6][CH2:5][CH:4]1[CH2:8][NH:9][C:10]([C:12]1[CH:13]=[C:14]([CH:18]2[C:27]([CH3:29])([CH3:28])[CH2:26][C:25]3[C:20](=[CH:21][CH:22]=[C:23]([C:30]([OH:32])=[O:31])[CH:24]=3)[NH:19]2)[CH:15]=[CH:16][CH:17]=1)=[O:11])[CH3:2], predict the reactants needed to synthesize it. The reactants are: [CH2:1]([N:3]1[CH2:7][CH2:6][CH2:5][CH:4]1[CH2:8][NH:9][C:10]([C:12]1[CH:13]=[C:14]([CH:18]2[C:27]([CH3:29])([CH3:28])[CH2:26][C:25]3[C:20](=[CH:21][CH:22]=[C:23]([C:30]([O:32]C)=[O:31])[CH:24]=3)[NH:19]2)[CH:15]=[CH:16][CH:17]=1)=[O:11])[CH3:2].[OH-].[Na+]. (9) Given the product [CH:1]([O:4][C:5]([N:7]1[CH2:12][CH2:11][CH:10]([O:13][C@@H:14]([C:16]2[N:20]=[C:19]([C:21]3[CH:26]=[N:25][C:24]([N:37]4[CH2:38][C@H:39]([C:40]5[CH:45]=[C:44]([F:46])[CH:43]=[CH:42][C:41]=5[F:47])[C@@H:35]([NH:34][C:33]([O:32][C:28]([CH3:31])([CH3:30])[CH3:29])=[O:48])[CH2:36]4)=[CH:23][N:22]=3)[O:18][N:17]=2)[CH3:15])[CH2:9][CH2:8]1)=[O:6])([CH3:3])[CH3:2], predict the reactants needed to synthesize it. The reactants are: [CH:1]([O:4][C:5]([N:7]1[CH2:12][CH2:11][CH:10]([O:13][C@@H:14]([C:16]2[N:20]=[C:19]([C:21]3[CH:26]=[N:25][C:24](Cl)=[CH:23][N:22]=3)[O:18][N:17]=2)[CH3:15])[CH2:9][CH2:8]1)=[O:6])([CH3:3])[CH3:2].[C:28]([O:32][C:33](=[O:48])[NH:34][C@@H:35]1[C@@H:39]([C:40]2[CH:45]=[C:44]([F:46])[CH:43]=[CH:42][C:41]=2[F:47])[CH2:38][NH:37][CH2:36]1)([CH3:31])([CH3:30])[CH3:29].C1CCN2C(=NCCC2)CC1.